Dataset: Reaction yield outcomes from USPTO patents with 853,638 reactions. Task: Predict the reaction yield, written as a fraction of the theoretical maximum amount of product (1.0 means a 100% yield; for example, 0.34 means a 34% yield). The reactants are [F:1][C:2]1([CH3:11])[CH2:5][CH:4]([C:6]([O:8][CH2:9][CH3:10])=[O:7])[CH2:3]1.[Li+].[CH3:13]C([N-]C(C)C)C.CI. The catalyst is C1COCC1. The product is [F:1][C:2]1([CH3:11])[CH2:3][C:4]([CH3:13])([C:6]([O:8][CH2:9][CH3:10])=[O:7])[CH2:5]1. The yield is 0.600.